The task is: Predict the reaction yield, written as a fraction of the theoretical maximum amount of product (1.0 means a 100% yield; for example, 0.34 means a 34% yield).. This data is from Reaction yield outcomes from USPTO patents with 853,638 reactions. The reactants are [C:1]([O:5][C:6]([N:8]1[CH2:20][C@@H:19]([CH3:21])[N:18]2[C@H:10]([CH2:11][C:12]3[C:17]2=[N:16][C:15](Br)=[CH:14][CH:13]=3)[CH2:9]1)=[O:7])([CH3:4])([CH3:3])[CH3:2].[CH2:23](B(CC)CC)[CH3:24].C(=O)([O-])[O-].[K+].[K+].O. The catalyst is CN(C)C=O.C1COCC1.Cl[Pd]Cl.C1(P(C2C=CC=CC=2)[C-]2C=CC=C2)C=CC=CC=1.[C-]1(P(C2C=CC=CC=2)C2C=CC=CC=2)C=CC=C1.[Fe+2]. The product is [C:1]([O:5][C:6]([N:8]1[CH2:20][C@@H:19]([CH3:21])[N:18]2[C@H:10]([CH2:11][C:12]3[C:17]2=[N:16][C:15]([CH2:23][CH3:24])=[CH:14][CH:13]=3)[CH2:9]1)=[O:7])([CH3:4])([CH3:3])[CH3:2]. The yield is 0.895.